This data is from Forward reaction prediction with 1.9M reactions from USPTO patents (1976-2016). The task is: Predict the product of the given reaction. (1) Given the reactants [CH:1]1([NH:6][C:7]2[N:12]=[C:11](Cl)[N:10]=[C:9]([Cl:14])[N:8]=2)[CH2:5][CH2:4][CH2:3][CH2:2]1.[N:15]1([C:21]2[N:26]=[CH:25][C:24]([NH2:27])=[CH:23][CH:22]=2)[CH2:20][CH2:19][O:18][CH2:17][CH2:16]1, predict the reaction product. The product is: [Cl:14][C:9]1[N:8]=[C:7]([NH:6][CH:1]2[CH2:2][CH2:3][CH2:4][CH2:5]2)[N:12]=[C:11]([NH:27][C:24]2[CH:25]=[N:26][C:21]([N:15]3[CH2:16][CH2:17][O:18][CH2:19][CH2:20]3)=[CH:22][CH:23]=2)[N:10]=1. (2) Given the reactants Cl.[CH3:2][C@H:3]1[CH2:8][CH2:7][N:6](C(OC(C)(C)C)=O)[CH2:5][C@H:4]1[C:16]([N:18]1[CH2:22][CH2:21][CH2:20][CH2:19]1)=[O:17], predict the reaction product. The product is: [CH3:2][C@H:3]1[CH2:8][CH2:7][NH:6][CH2:5][C@H:4]1[C:16]([N:18]1[CH2:22][CH2:21][CH2:20][CH2:19]1)=[O:17]. (3) Given the reactants [C:1]([NH:5][C:6]([C:8]1[C:12]2=[N:13][C:14]([C:17]3[C:25]4[C:20](=[CH:21][CH:22]=[C:23]([O:26][CH:27]([F:29])[F:28])[CH:24]=4)[N:19]([CH2:30][CH2:31][CH2:32][S:33]([CH3:36])(=[O:35])=[O:34])[N:18]=3)=[CH:15][N:16]=[C:11]2[N:10](C(C2C=CC=CC=2)(C2C=CC=CC=2)C2C=CC=CC=2)[CH:9]=1)=[O:7])([CH3:4])([CH3:3])[CH3:2].FC(F)(F)C(O)=O, predict the reaction product. The product is: [C:1]([NH:5][C:6]([C:8]1[C:12]2=[N:13][C:14]([C:17]3[C:25]4[C:20](=[CH:21][CH:22]=[C:23]([O:26][CH:27]([F:29])[F:28])[CH:24]=4)[N:19]([CH2:30][CH2:31][CH2:32][S:33]([CH3:36])(=[O:34])=[O:35])[N:18]=3)=[CH:15][N:16]=[C:11]2[NH:10][CH:9]=1)=[O:7])([CH3:3])([CH3:4])[CH3:2]. (4) Given the reactants [NH2:1][C:2]1[N:7]=[CH:6][C:5]([N+:8]([O-])=O)=[CH:4][N:3]=1.Br[C:12]1[CH:13]=[C:14]([CH:23]=[CH:24][CH:25]=1)[O:15][CH2:16][CH2:17][N:18]1[CH2:22][CH2:21][CH2:20][CH2:19]1.C([O-])([O-])=O.[Cs+].[Cs+].CC1(C)C2C(=C(P(C3C=CC=CC=3)C3C=CC=CC=3)C=CC=2)OC2C(P(C3C=CC=CC=3)C3C=CC=CC=3)=CC=CC1=2, predict the reaction product. The product is: [N:18]1([CH2:17][CH2:16][O:15][C:14]2[CH:13]=[C:12]([NH:1][C:2]3[N:7]=[CH:6][C:5]([NH2:8])=[CH:4][N:3]=3)[CH:25]=[CH:24][CH:23]=2)[CH2:22][CH2:21][CH2:20][CH2:19]1. (5) Given the reactants [Cl:1][C:2]1[CH:3]=[C:4]([C@@H:9]2[O:15][CH2:14][CH2:13][N:12]([C:16]([O:18][C:19]([CH3:22])([CH3:21])[CH3:20])=[O:17])[CH2:11][C@H:10]2[CH2:23][OH:24])[CH:5]=[CH:6][C:7]=1[Cl:8].[H-].[Na+].Br[CH2:28][C:29]1[CH:30]=[C:31]([CH:34]=[CH:35][CH:36]=1)[C:32]#[N:33].O, predict the reaction product. The product is: [C:32]([C:31]1[CH:30]=[C:29]([CH:36]=[CH:35][CH:34]=1)[CH2:28][O:24][CH2:23][C@H:10]1[C@H:9]([C:4]2[CH:5]=[CH:6][C:7]([Cl:8])=[C:2]([Cl:1])[CH:3]=2)[O:15][CH2:14][CH2:13][N:12]([C:16]([O:18][C:19]([CH3:20])([CH3:21])[CH3:22])=[O:17])[CH2:11]1)#[N:33].